From a dataset of Reaction yield outcomes from USPTO patents with 853,638 reactions. Predict the reaction yield, written as a fraction of the theoretical maximum amount of product (1.0 means a 100% yield; for example, 0.34 means a 34% yield). (1) The reactants are [Br:1][C:2]1[CH:3]=[C:4]([CH2:12][OH:13])[CH:5]=[N:6][C:7]=1[C:8]([F:11])([F:10])[F:9]. The catalyst is C(Cl)Cl. The product is [Br:1][C:2]1[CH:3]=[C:4]([CH:12]=[O:13])[CH:5]=[N:6][C:7]=1[C:8]([F:9])([F:10])[F:11]. The yield is 0.780. (2) The reactants are [Br:1][C:2]1[C:7]([C:8]([OH:10])=[O:9])=[C:6]([NH:11][C:12]2[CH:17]=[CH:16][CH:15]=[CH:14][C:13]=2[Cl:18])[C:5]([F:19])=[C:4]([F:20])[CH:3]=1.[Si](C=[N+]=[N-])(C)(C)[CH3:22]. The catalyst is C1COCC1.CO. The product is [CH3:22][O:9][C:8](=[O:10])[C:7]1[C:2]([Br:1])=[CH:3][C:4]([F:20])=[C:5]([F:19])[C:6]=1[NH:11][C:12]1[CH:17]=[CH:16][CH:15]=[CH:14][C:13]=1[Cl:18]. The yield is 1.00. (3) The reactants are [C:1](OC(=O)C)(=[O:3])[CH3:2].Cl.[CH3:9][O:10][C:11]1[CH:12]=[CH:13][C:14]2[CH2:15][C@H:16]3[NH:27][CH2:26][CH2:25][C@@:22]4([C:23]=2[CH:24]=1)[C@H:17]3[CH2:18][CH2:19][CH2:20][CH2:21]4.C(N(CC)CC)C. The catalyst is C1COCC1. The product is [CH3:9][O:10][C:11]1[CH:12]=[CH:13][C:14]2[CH2:15][C@H:16]3[N:27]([C:1](=[O:3])[CH3:2])[CH2:26][CH2:25][C@@:22]4([C:23]=2[CH:24]=1)[C@H:17]3[CH2:18][CH2:19][CH2:20][CH2:21]4. The yield is 0.810. (4) The reactants are [Cl-].O[NH3+:3].[C:4](=[O:7])([O-])[OH:5].[Na+].CS(C)=O.[CH2:13]([C:17]1[N:18]=[C:19]([CH3:49])[N:20]([C:39]2[CH:44]=[CH:43][CH:42]=[C:41]([C:45]([OH:48])([CH3:47])[CH3:46])[CH:40]=2)[C:21](=[O:38])[C:22]=1[CH2:23][C:24]1[CH:29]=[CH:28][C:27]([C:30]2[C:31]([C:36]#[N:37])=[CH:32][CH:33]=[CH:34][CH:35]=2)=[CH:26][CH:25]=1)[CH2:14][CH2:15][CH3:16]. The catalyst is O.C(OCC)(=O)C. The product is [CH2:13]([C:17]1[N:18]=[C:19]([CH3:49])[N:20]([C:39]2[CH:44]=[CH:43][CH:42]=[C:41]([C:45]([OH:48])([CH3:47])[CH3:46])[CH:40]=2)[C:21](=[O:38])[C:22]=1[CH2:23][C:24]1[CH:25]=[CH:26][C:27]([C:30]2[CH:35]=[CH:34][CH:33]=[CH:32][C:31]=2[C:36]2[NH:3][C:4](=[O:7])[O:5][N:37]=2)=[CH:28][CH:29]=1)[CH2:14][CH2:15][CH3:16]. The yield is 0.540. (5) The reactants are [Br:1][C:2]1[CH:7]=[CH:6][N:5]=[C:4]([CH2:8][OH:9])[CH:3]=1.[C:10]([Si:14](Cl)([CH3:16])[CH3:15])([CH3:13])([CH3:12])[CH3:11]. The catalyst is C(Cl)Cl. The product is [Br:1][C:2]1[CH:7]=[CH:6][N:5]=[C:4]([CH2:8][O:9][Si:14]([C:10]([CH3:13])([CH3:12])[CH3:11])([CH3:16])[CH3:15])[CH:3]=1. The yield is 0.700. (6) The reactants are [CH3:1][O:2][CH2:3][CH2:4][CH2:5][NH:6][C:7]1[C:12]([NH2:13])=[CH:11][N:10]=[C:9]([NH:14][CH2:15][CH2:16][C:17]2[S:18][CH:19]=[CH:20][CH:21]=2)[N:8]=1.[C:22]([C:24]1[CH:25]=[C:26]([CH:29]=[CH:30][CH:31]=1)[CH:27]=O)#[N:23]. The catalyst is CC(O)=O.CC(N(C)C)=O. The product is [CH3:1][O:2][CH2:3][CH2:4][CH2:5][N:6]1[C:27]([C:26]2[CH:25]=[C:24]([CH:31]=[CH:30][CH:29]=2)[C:22]#[N:23])=[N:13][C:12]2[C:7]1=[N:8][C:9]([NH:14][CH2:15][CH2:16][C:17]1[S:18][CH:19]=[CH:20][CH:21]=1)=[N:10][CH:11]=2. The yield is 0.300. (7) The reactants are [CH2:1]([O:8][C:9](=[O:23])[C:10]1[CH:15]=[CH:14][C:13]([C:16]([O:18][CH3:19])=[O:17])=[C:12]([N+:20]([O-])=O)[CH:11]=1)[C:2]1[CH:7]=[CH:6][CH:5]=[CH:4][CH:3]=1.[Cl-].[NH4+]. The catalyst is CC(O)C.O.[Fe]. The product is [CH2:1]([O:8][C:9](=[O:23])[C:10]1[CH:15]=[CH:14][C:13]([C:16]([O:18][CH3:19])=[O:17])=[C:12]([NH2:20])[CH:11]=1)[C:2]1[CH:7]=[CH:6][CH:5]=[CH:4][CH:3]=1. The yield is 0.610. (8) The reactants are [CH3:1][O:2][C:3]([N:5]1[CH2:10][C:9](=[O:11])[N:8]2[CH:12]([C:15](=O)[NH:16][CH2:17][C:18]([C:20]3[CH:25]=[CH:24][C:23]([Br:26])=[CH:22][CH:21]=3)=O)[CH2:13][CH2:14][CH:7]2[CH2:6]1)=[O:4].C([O-])(=O)C.[NH4+:32]. No catalyst specified. The product is [CH3:1][O:2][C:3]([N:5]1[CH2:10][C:9](=[O:11])[N:8]2[CH:12]([C:15]3[NH:32][C:18]([C:20]4[CH:25]=[CH:24][C:23]([Br:26])=[CH:22][CH:21]=4)=[CH:17][N:16]=3)[CH2:13][CH2:14][CH:7]2[CH2:6]1)=[O:4]. The yield is 0.600. (9) The reactants are [N+](C1C=CC(C([O:10][C@H:11]2[C:15]3[N:16]=[CH:17][N:18]=[C:19]([N:20]4[CH2:26][CH2:25][CH2:24][N:23]([C:27](=[O:48])[C@@H:28]([C:41]5[CH:46]=[CH:45][C:44]([Cl:47])=[CH:43][CH:42]=5)[CH2:29][N:30](C(OC(C)(C)C)=O)[CH:31]([CH3:33])[CH3:32])[CH2:22][CH2:21]4)[C:14]=3[C@H:13]([CH3:49])[CH2:12]2)=O)=CC=1)([O-])=O.[OH-].[Li+]. The catalyst is C1COCC1.O.CCOC(C)=O. The product is [ClH:47].[ClH:47].[Cl:47][C:44]1[CH:45]=[CH:46][C:41]([C@@H:28]([CH2:29][NH:30][CH:31]([CH3:33])[CH3:32])[C:27]([N:23]2[CH2:24][CH2:25][CH2:26][N:20]([C:19]3[C:14]4[C@H:13]([CH3:49])[CH2:12][C@@H:11]([OH:10])[C:15]=4[N:16]=[CH:17][N:18]=3)[CH2:21][CH2:22]2)=[O:48])=[CH:42][CH:43]=1. The yield is 0.780. (10) The reactants are [N:1]([CH:4]([C:6]1[C:11]([CH3:12])=[CH:10][CH:9]=[CH:8][N:7]=1)[CH3:5])=[N+]=[N-].C1C=CC(P(C2C=CC=CC=2)C2C=CC=CC=2)=CC=1. The catalyst is C1COCC1. The product is [CH3:12][C:11]1[C:6]([CH:4]([NH2:1])[CH3:5])=[N:7][CH:8]=[CH:9][CH:10]=1. The yield is 0.760.